Dataset: Forward reaction prediction with 1.9M reactions from USPTO patents (1976-2016). Task: Predict the product of the given reaction. (1) Given the reactants [CH2:1]([S:5]([O:8][CH2:9][CH2:10][N:11]([CH2:36][CH2:37][Br:38])[C:12]1[C:17]([C:18]([NH:20][CH2:21][CH2:22][O:23]C2CCCCO2)=[O:19])=[CH:16][C:15]([N+:30]([O-:32])=[O:31])=[CH:14][C:13]=1[N+:33]([O-:35])=[O:34])(=[O:7])=[O:6])[CH2:2][CH2:3][CH3:4].CS(O)(=O)=O, predict the reaction product. The product is: [CH2:1]([S:5]([O:8][CH2:9][CH2:10][N:11]([CH2:36][CH2:37][Br:38])[C:12]1[C:13]([N+:33]([O-:35])=[O:34])=[CH:14][C:15]([N+:30]([O-:32])=[O:31])=[CH:16][C:17]=1[C:18]([NH:20][CH2:21][CH2:22][OH:23])=[O:19])(=[O:7])=[O:6])[CH2:2][CH2:3][CH3:4]. (2) Given the reactants [NH2:1][OH:2].Cl.[OH-].[Na+].[F:6][C:7]1[CH:14]=[CH:13][C:10]([CH:11]=O)=[CH:9][CH:8]=1, predict the reaction product. The product is: [F:6][C:7]1[CH:14]=[CH:13][C:10]([CH:11]=[N:1][OH:2])=[CH:9][CH:8]=1. (3) Given the reactants [CH3:1][C:2]([S@@:5]([NH2:7])=[O:6])([CH3:4])[CH3:3].I[C:9]1[C:10]([NH:15][C@@H:16]([CH:18]2[CH2:23][CH2:22][O:21][CH2:20][CH2:19]2)[CH3:17])=[N:11][CH:12]=[CH:13][CH:14]=1.C1(C2C=CC=CC=2)C(O)=CC=CC=1.C(=O)([O-])[O-].[Cs+].[Cs+].O[C:44]([CH3:51])=[CH:45][C:46]([O:48][CH2:49][CH3:50])=[O:47], predict the reaction product. The product is: [CH3:1][C:2]([S@@:5]([NH2:7])=[O:6])([CH3:4])[CH3:3].[CH3:51][C:44]1[N:15]([C@@H:16]([CH:18]2[CH2:23][CH2:22][O:21][CH2:20][CH2:19]2)[CH3:17])[C:10]2=[N:11][CH:12]=[CH:13][CH:14]=[C:9]2[C:45]=1[C:46]([O:48][CH2:49][CH3:50])=[O:47]. (4) Given the reactants [N+:1]([C:4]1[C:13]2[C:8](=[CH:9][CH:10]=[CH:11][CH:12]=2)[CH:7]=[CH:6][C:5]=1[C:14]([C:16]1[CH:17]=[C:18]([CH:21]=[CH:22][CH:23]=1)[C:19]#[N:20])=[O:15])([O-])=O.C(O)C.O, predict the reaction product. The product is: [NH2:1][C:4]1[C:13]2[C:8](=[CH:9][CH:10]=[CH:11][CH:12]=2)[CH:7]=[CH:6][C:5]=1[C:14]([C:16]1[CH:17]=[C:18]([CH:21]=[CH:22][CH:23]=1)[C:19]#[N:20])=[O:15]. (5) Given the reactants C([CH:3]1[C:12]2[C:11]([C:13]([N:15]([O:17][CH3:18])[CH3:16])=[O:14])=[N:10][N:9]([CH3:19])[C:8]=2[C:7](=O)/[C:6](=[CH:21]/N(C)C)/[CH2:5][CH2:4]1)C.S(O)(O)(=O)=O.[CH3:30][O:31][C:32](=[NH:34])[NH2:33].C([O-])([O-])=O.[K+].[K+], predict the reaction product. The product is: [CH3:18][O:17][N:15]([CH3:16])[C:13]([C:11]1[C:12]2[CH2:3][CH2:4][CH2:5][C:6]3[C:7](=[N:34][C:32]([O:31][CH3:30])=[N:33][CH:21]=3)[C:8]=2[N:9]([CH3:19])[N:10]=1)=[O:14]. (6) Given the reactants [CH3:1][C:2]1[N:7]=[C:6]2[S:8][C:9]3[CH2:14][CH2:13][CH2:12][CH2:11][C:10]=3[C:5]2=[C:4]([C:15]2[CH:20]=[CH:19][C:18]([O:21][C:22]([F:25])([F:24])[F:23])=[CH:17][CH:16]=2)[C:3]=1[CH:26]([CH2:31][CH2:32][CH3:33])[C:27]([O:29]C)=[O:28].[OH-].[Na+], predict the reaction product. The product is: [CH3:1][C:2]1[N:7]=[C:6]2[S:8][C:9]3[CH2:14][CH2:13][CH2:12][CH2:11][C:10]=3[C:5]2=[C:4]([C:15]2[CH:16]=[CH:17][C:18]([O:21][C:22]([F:25])([F:23])[F:24])=[CH:19][CH:20]=2)[C:3]=1[CH:26]([CH2:31][CH2:32][CH3:33])[C:27]([OH:29])=[O:28]. (7) Given the reactants Br[C:2]1[CH:3]=[N:4][C:5]([N:8]2[CH2:13][CH2:12][O:11][C@H:10]([CH2:14][N:15]3[C:19]4=[N:20][C:21]([C:24]5[CH:25]=[C:26]([CH:29]=[CH:30][CH:31]=5)[C:27]#[N:28])=[CH:22][N:23]=[C:18]4[N:17]=[N:16]3)[CH2:9]2)=[N:6][CH:7]=1.[CH3:32][N:33]1[CH2:38][CH2:37][N:36]([CH2:39][C:40]2[CH:45]=[CH:44][C:43](B3OC(C)(C)C(C)(C)O3)=[CH:42][CH:41]=2)[CH2:35][CH2:34]1.C([O-])([O-])=O.[Cs+].[Cs+], predict the reaction product. The product is: [CH3:32][N:33]1[CH2:38][CH2:37][N:36]([CH2:39][C:40]2[CH:45]=[CH:44][C:43]([C:2]3[CH:3]=[N:4][C:5]([N:8]4[CH2:13][CH2:12][O:11][C@H:10]([CH2:14][N:15]5[C:19]6=[N:20][C:21]([C:24]7[CH:25]=[C:26]([CH:29]=[CH:30][CH:31]=7)[C:27]#[N:28])=[CH:22][N:23]=[C:18]6[N:17]=[N:16]5)[CH2:9]4)=[N:6][CH:7]=3)=[CH:42][CH:41]=2)[CH2:35][CH2:34]1.